Dataset: Forward reaction prediction with 1.9M reactions from USPTO patents (1976-2016). Task: Predict the product of the given reaction. (1) Given the reactants [F:1][C:2]1[CH:7]=[CH:6][C:5]([P:8](=[O:15])([O:12]CC)[O:9]CC)=[CH:4][CH:3]=1, predict the reaction product. The product is: [F:1][C:2]1[CH:3]=[CH:4][C:5]([P:8](=[O:9])([OH:15])[OH:12])=[CH:6][CH:7]=1. (2) Given the reactants [Br-].[C:2]1([CH3:23])[CH:7]=[C:6]([CH3:8])[CH:5]=[C:4]([CH3:9])[C:3]=1[N+:10]1[CH:14]=[CH:13][N:12]([CH2:15][CH2:16][CH2:17][CH2:18][CH2:19][CH2:20][CH2:21][CH3:22])[CH:11]=1.CO.[F:26][P-:27]([F:32])([F:31])([F:30])([F:29])[F:28].[NH4+], predict the reaction product. The product is: [F:26][P-:27]([F:32])([F:31])([F:30])([F:29])[F:28].[C:4]1([CH3:9])[CH:5]=[C:6]([CH3:8])[CH:7]=[C:2]([CH3:23])[C:3]=1[N+:10]1[CH:14]=[CH:13][N:12]([CH2:15][CH2:16][CH2:17][CH2:18][CH2:19][CH2:20][CH2:21][CH3:22])[CH:11]=1.